This data is from Forward reaction prediction with 1.9M reactions from USPTO patents (1976-2016). The task is: Predict the product of the given reaction. (1) Given the reactants Br[C:2]1[N:10]=[CH:9][N:8]=[C:7]2[C:3]=1[N:4]=[CH:5][NH:6]2.[NH2:11][CH:12]([C:14]1[CH:15]=[C:16]([Cl:32])[C:17]([CH3:31])=[C:18]([C:28]([NH2:30])=[O:29])[C:19]=1[C:20]1[CH:25]=[C:24]([F:26])[CH:23]=[C:22]([F:27])[CH:21]=1)[CH3:13].C(N(CC)C(C)C)(C)C, predict the reaction product. The product is: [Cl:32][C:16]1[C:17]([CH3:31])=[C:18]([C:28]([NH2:30])=[O:29])[C:19]([C:20]2[CH:21]=[C:22]([F:27])[CH:23]=[C:24]([F:26])[CH:25]=2)=[C:14]([CH:12]([NH:11][C:2]2[N:10]=[CH:9][N:8]=[C:7]3[C:3]=2[N:4]=[CH:5][NH:6]3)[CH3:13])[CH:15]=1. (2) Given the reactants [CH3:1][C:2]([C:4]1[CH:5]=[CH:6][C:7]([OH:10])=[CH:8][CH:9]=1)=[O:3].F[C:12]1[CH:17]=[CH:16][C:15]([C:18]([F:21])([F:20])[F:19])=[CH:14][CH:13]=1.FC1C=CC(OC2C=CC(C(=O)C)=CC=2)=CC=1, predict the reaction product. The product is: [F:19][C:18]([F:21])([F:20])[C:15]1[CH:16]=[CH:17][C:12]([O:10][C:7]2[CH:8]=[CH:9][C:4]([C:2](=[O:3])[CH3:1])=[CH:5][CH:6]=2)=[CH:13][CH:14]=1. (3) Given the reactants [ClH:1].[CH3:2][O:3][C:4]1[CH:5]=[C:6]([C:14]2[CH:61]=[CH:60][C:17]([C:18]([N:20]3[CH2:25][CH2:24][N:23]([CH2:26][C:27]4[CH:32]=[CH:31][CH:30]=[C:29]([CH2:33][N:34]5[CH2:39][CH2:38][N:37]([C:40](=[O:59])[C:41]6[CH:46]=[CH:45][C:44]([C:47]7[CH:52]=[C:51]([O:53][CH3:54])[C:50]([O:55][CH3:56])=[C:49]([O:57][CH3:58])[CH:48]=7)=[CH:43][CH:42]=6)[CH2:36][CH2:35]5)[N:28]=4)[CH2:22][CH2:21]3)=[O:19])=[CH:16][CH:15]=2)[CH:7]=[C:8]([O:12][CH3:13])[C:9]=1[O:10][CH3:11], predict the reaction product. The product is: [ClH:1].[ClH:1].[CH3:2][O:3][C:4]1[CH:5]=[C:6]([C:14]2[CH:15]=[CH:16][C:17]([C:18]([N:20]3[CH2:21][CH2:22][N:23]([CH2:26][C:27]4[CH:32]=[CH:31][CH:30]=[C:29]([CH2:33][N:34]5[CH2:39][CH2:38][N:37]([C:40](=[O:59])[C:41]6[CH:46]=[CH:45][C:44]([C:47]7[CH:52]=[C:51]([O:53][CH3:54])[C:50]([O:55][CH3:56])=[C:49]([O:57][CH3:58])[CH:48]=7)=[CH:43][CH:42]=6)[CH2:36][CH2:35]5)[N:28]=4)[CH2:24][CH2:25]3)=[O:19])=[CH:60][CH:61]=2)[CH:7]=[C:8]([O:12][CH3:13])[C:9]=1[O:10][CH3:11]. (4) Given the reactants [CH3:1][O:2][C:3]([C:5]1[N:6]([CH2:23][C:24]2[CH:32]=[CH:31][C:27]3[O:28][CH2:29][O:30][C:26]=3[CH:25]=2)[C:7](=[O:22])[C:8]2[C:13]([C:14]=1[C:15]1[CH:20]=[CH:19][CH:18]=[CH:17][CH:16]=1)=[CH:12][C:11](Br)=[CH:10][CH:9]=2)=[O:4].[C:33]1(B(O)O)[CH:38]=[CH:37][CH:36]=[CH:35][CH:34]=1.C1(C)C=CC=CC=1.C(=O)([O-])[O-].[Na+].[Na+], predict the reaction product. The product is: [CH3:1][O:2][C:3]([C:5]1[N:6]([CH2:23][C:24]2[CH:32]=[CH:31][C:27]3[O:28][CH2:29][O:30][C:26]=3[CH:25]=2)[C:7](=[O:22])[C:8]2[C:13]([C:14]=1[C:15]1[CH:20]=[CH:19][CH:18]=[CH:17][CH:16]=1)=[CH:12][C:11]([C:33]1[CH:38]=[CH:37][CH:36]=[CH:35][CH:34]=1)=[CH:10][CH:9]=2)=[O:4]. (5) Given the reactants [C:1]([O:5][C:6]([N:8]1[CH2:13][CH2:12][NH:11][CH:10]=[C:9]1[C:14]([O:16][CH2:17][CH3:18])=[O:15])=[O:7])([CH3:4])([CH3:3])[CH3:2], predict the reaction product. The product is: [C:1]([O:5][C:6]([N:8]1[CH2:13][CH2:12][NH:11][CH2:10][CH:9]1[C:14]([O:16][CH2:17][CH3:18])=[O:15])=[O:7])([CH3:4])([CH3:3])[CH3:2].